From a dataset of Catalyst prediction with 721,799 reactions and 888 catalyst types from USPTO. Predict which catalyst facilitates the given reaction. Reactant: O.NN.[NH2:4][C:5]1[C:14]2[C:9](=[CH:10][CH:11]=[CH:12][CH:13]=2)[C:8]([CH:15]2[CH2:17][CH2:16]2)=[CH:7][CH:6]=1.[C:18](O[C:18]([O:20][C:21]([CH3:24])([CH3:23])[CH3:22])=[O:19])([O:20][C:21]([CH3:24])([CH3:23])[CH3:22])=[O:19].C(N(CC)CC)C. Product: [CH:15]1([C:8]2[C:9]3[C:14](=[CH:13][CH:12]=[CH:11][CH:10]=3)[C:5]([NH:4][C:18](=[O:19])[O:20][C:21]([CH3:24])([CH3:23])[CH3:22])=[CH:6][CH:7]=2)[CH2:17][CH2:16]1. The catalyst class is: 645.